Dataset: Forward reaction prediction with 1.9M reactions from USPTO patents (1976-2016). Task: Predict the product of the given reaction. (1) Given the reactants [O:1]=[C:2]1[N:11]([CH2:12][CH2:13][CH3:14])[C:10](=[O:15])[C:9]2[C:4](=[CH:5][CH:6]=[C:7]([C:16]([C:18]3[N:22]4[CH:23]=[CH:24][CH:25]=[CH:26][C:21]4=[C:20]([C:27]4[CH:28]=[C:29]([CH:38]=[CH:39][CH:40]=4)[C:30]([NH:32]/[C:33](=[N:36]/[H])/[CH2:34]O)=[O:31])[N:19]=3)=[O:17])[CH:8]=2)[NH:3]1, predict the reaction product. The product is: [CH3:34][C:33]1[N:32]=[C:30]([C:29]2[CH:28]=[C:27]([C:20]3[N:19]=[C:18]([C:16]([C:7]4[CH:8]=[C:9]5[C:4](=[CH:5][CH:6]=4)[NH:3][C:2](=[O:1])[N:11]([CH2:12][CH2:13][CH3:14])[C:10]5=[O:15])=[O:17])[N:22]4[CH:23]=[CH:24][CH:25]=[CH:26][C:21]=34)[CH:40]=[CH:39][CH:38]=2)[O:31][N:36]=1. (2) Given the reactants [CH:1]1([C:6]2([CH2:26][CH2:27][CH2:28][CH2:29][CH:30]3[CH2:35][CH2:34][N:33](C(OC(C)(C)C)=O)[CH2:32][CH2:31]3)[CH2:11][C:10]([OH:12])=[C:9]([CH2:13][C:14]3[N:24]=[C:17]4[N:18]=[C:19]([CH3:23])[CH:20]=[C:21]([CH3:22])[N:16]4[N:15]=3)[C:8](=[O:25])[O:7]2)[CH2:5][CH2:4][CH2:3][CH2:2]1.Cl, predict the reaction product. The product is: [CH:1]1([C:6]2([CH2:26][CH2:27][CH2:28][CH2:29][CH:30]3[CH2:31][CH2:32][NH:33][CH2:34][CH2:35]3)[O:7][C:8](=[O:25])[C:9]([CH2:13][C:14]3[N:24]=[C:17]4[N:18]=[C:19]([CH3:23])[CH:20]=[C:21]([CH3:22])[N:16]4[N:15]=3)=[C:10]([OH:12])[CH2:11]2)[CH2:5][CH2:4][CH2:3][CH2:2]1.